This data is from Reaction yield outcomes from USPTO patents with 853,638 reactions. The task is: Predict the reaction yield, written as a fraction of the theoretical maximum amount of product (1.0 means a 100% yield; for example, 0.34 means a 34% yield). The reactants are [OH:1][C:2]1[CH:7]=[CH:6][C:5]([O:8][CH3:9])=[CH:4][C:3]=1[C:10](=[O:19])[CH2:11][C:12]([O:14][C:15]([CH3:18])([CH3:17])[CH3:16])=[O:13].[Cl:20][C:21]1[CH:22]=[C:23]([CH:26]=[CH:27][C:28]=1[Cl:29])[CH:24]=O.N1CCCCC1.C(O)(=O)C. The catalyst is C(O)(C)C.O. The product is [Cl:20][C:21]1[CH:22]=[C:23]([CH:24]2[CH:11]([C:12]([O:14][C:15]([CH3:16])([CH3:18])[CH3:17])=[O:13])[C:10](=[O:19])[C:3]3[C:2](=[CH:7][CH:6]=[C:5]([O:8][CH3:9])[CH:4]=3)[O:1]2)[CH:26]=[CH:27][C:28]=1[Cl:29]. The yield is 0.480.